Dataset: Reaction yield outcomes from USPTO patents with 853,638 reactions. Task: Predict the reaction yield, written as a fraction of the theoretical maximum amount of product (1.0 means a 100% yield; for example, 0.34 means a 34% yield). (1) The reactants are [Si]([O:8][CH2:9][C:10]1[CH:11]=[C:12]([CH:16]=[O:17])[S:13][C:14]=1[CH3:15])(C(C)(C)C)(C)C. The catalyst is C1COCC1. The product is [OH:8][CH2:9][C:10]1[CH:11]=[C:12]([CH:16]=[O:17])[S:13][C:14]=1[CH3:15]. The yield is 0.810. (2) The reactants are Cl[C:2]1[N:7]=[C:6]([C:8]2[S:12][C:11]([N:13]([CH2:18]C)[CH2:14][CH2:15][O:16][CH3:17])=[N:10][C:9]=2[C:20]2[C:21]([F:36])=[C:22]([NH:26][S:27]([CH:30]3[CH2:35][CH2:34][CH2:33][CH2:32][CH2:31]3)(=[O:29])=[O:28])[CH:23]=[CH:24][CH:25]=2)[CH:5]=[CH:4][N:3]=1.[NH4+:37].[OH-]. The catalyst is O.Cl.C(Cl)Cl. The product is [NH2:37][C:2]1[N:7]=[C:6]([C:8]2[S:12][C:11]([N:13]3[CH2:18][CH2:17][O:16][CH2:15][CH2:14]3)=[N:10][C:9]=2[C:20]2[C:21]([F:36])=[C:22]([NH:26][S:27]([CH:30]3[CH2:35][CH2:34][CH2:33][CH2:32][CH2:31]3)(=[O:28])=[O:29])[CH:23]=[CH:24][CH:25]=2)[CH:5]=[CH:4][N:3]=1. The yield is 0.410. (3) The reactants are [CH3:1][O:2][C:3]1[CH:4]=[CH:5][C:6]2[O:10][C:9]([CH:11]([NH:18][C:19]3[CH:24]=[CH:23][C:22]([C:25]([N:27]([CH3:35])[CH2:28][CH2:29][C:30]([O:32]CC)=[O:31])=[O:26])=[CH:21][CH:20]=3)[CH2:12][CH2:13][CH2:14][CH2:15][S:16][CH3:17])=[C:8]([CH3:36])[C:7]=2[CH:37]=1.O1CCCC1.[OH-].[Na+]. The catalyst is C(O)C. The product is [CH3:1][O:2][C:3]1[CH:4]=[CH:5][C:6]2[O:10][C:9]([CH:11]([NH:18][C:19]3[CH:20]=[CH:21][C:22]([C:25]([N:27]([CH3:35])[CH2:28][CH2:29][C:30]([OH:32])=[O:31])=[O:26])=[CH:23][CH:24]=3)[CH2:12][CH2:13][CH2:14][CH2:15][S:16][CH3:17])=[C:8]([CH3:36])[C:7]=2[CH:37]=1. The yield is 0.330. (4) The reactants are [CH3:1][O:2][C:3]1[CH:8]=[CH:7][C:6]([CH:9]2[CH2:14][CH2:13][O:12][CH2:11][CH2:10]2)=[CH:5][C:4]=1[NH:15][C:16]([C:18]1[NH:19][CH:20]=[CH:21][N:22]=1)=[S:17].[OH-].[K+]. The catalyst is O.[C-]#N.[C-]#N.[C-]#N.[C-]#N.[C-]#N.[C-]#N.[K+].[K+].[K+].[K+].[Fe+6]. The product is [NH:22]1[CH:21]=[CH:20][N:19]=[C:18]1[C:16]1[S:17][C:5]2[C:6]([CH:9]3[CH2:14][CH2:13][O:12][CH2:11][CH2:10]3)=[CH:7][CH:8]=[C:3]([O:2][CH3:1])[C:4]=2[N:15]=1. The yield is 0.410. (5) The yield is 0.790. The reactants are Br[C:2]1[CH:10]=[CH:9][C:5]([C:6]([OH:8])=[O:7])=[CH:4][C:3]=1[O:11][CH3:12].[C:13]([O-:16])(O)=O.[Na+].[CH3:18]S(C)=O. The catalyst is C(Cl)Cl. The product is [CH3:18][O:8][C:6](=[O:7])[C:5]1[CH:9]=[CH:10][C:2]([CH:13]=[O:16])=[C:3]([O:11][CH3:12])[CH:4]=1. (6) The reactants are [F:1][C:2]1[CH:3]=[C:4]([C:12](=O)[CH2:13][C:14](=O)[C:15]([F:18])([F:17])[F:16])[CH:5]=[CH:6][C:7]=1[C:8]([F:11])([F:10])[F:9].[NH2:21][C:22]1[C:26]([C:27]#[N:28])=[CH:25][NH:24][N:23]=1. No catalyst specified. The product is [F:1][C:2]1[CH:3]=[C:4]([C:12]2[CH:13]=[C:14]([C:15]([F:18])([F:17])[F:16])[N:23]3[N:24]=[CH:25][C:26]([C:27]#[N:28])=[C:22]3[N:21]=2)[CH:5]=[CH:6][C:7]=1[C:8]([F:11])([F:10])[F:9]. The yield is 0.370. (7) The reactants are [C@@H:1]1([N:9]2[CH:16]=[CH:15][C:13](=[O:14])[NH:12][C:10]2=[O:11])[O:8][C@H:5]([CH2:6][OH:7])[C@@H:3]([OH:4])[CH2:2]1.[C:17]1([C:23](Cl)([C:30]2[CH:35]=[CH:34][CH:33]=[CH:32][CH:31]=2)[C:24]2[CH:29]=[CH:28][CH:27]=[CH:26][CH:25]=2)[CH:22]=[CH:21][CH:20]=[CH:19][CH:18]=1. The catalyst is N1C=CC=CC=1. The product is [C:23]([O:7][CH2:6][C@H:5]1[O:8][C@@H:1]([N:9]2[CH:16]=[CH:15][C:13](=[O:14])[NH:12][C:10]2=[O:11])[CH2:2][C@@H:3]1[OH:4])([C:17]1[CH:22]=[CH:21][CH:20]=[CH:19][CH:18]=1)([C:30]1[CH:31]=[CH:32][CH:33]=[CH:34][CH:35]=1)[C:24]1[CH:25]=[CH:26][CH:27]=[CH:28][CH:29]=1. The yield is 0.970. (8) The reactants are [CH2:1]([N:3]1[C:7]2=[N:8][C:9]([CH2:29][CH3:30])=[C:10]([CH2:19][NH:20][C:21]([C:23]3([C:26]([OH:28])=O)[CH2:25][CH2:24]3)=[O:22])[C:11]([NH:12][CH:13]3[CH2:18][CH2:17][O:16][CH2:15][CH2:14]3)=[C:6]2[CH:5]=[N:4]1)[CH3:2].[Br:31][C:32]1[CH:33]=[C:34]([CH2:39][NH2:50])[CH:35]=[CH:36][C:37]=1[F:38].[Br:31][C:32]1[CH:33]=[C:34]([CH2:39][NH2:50])[CH:35]=[CH:36][C:37]=1[F:38].CN(C(ON1N=NC2C=CC=CC1=2)=[N+](C)C)C.F[P-](F)(F)(F)(F)F.CCN(CC)CC. The catalyst is C(Cl)Cl. The product is [Br:31][C:32]1[CH:33]=[C:34]([CH2:39][N:20]([CH2:19][C:10]2[C:11]([NH:12][CH:13]3[CH2:14][CH2:15][O:16][CH2:17][CH2:18]3)=[C:6]3[CH:5]=[N:4][N:3]([CH2:1][CH3:2])[C:7]3=[N:8][C:9]=2[CH2:29][CH3:30])[C:21]([C:23]2([C:26]([NH2:50])=[O:28])[CH2:24][CH2:25]2)=[O:22])[CH:35]=[CH:36][C:37]=1[F:38]. The yield is 0.765. (9) The reactants are [C:1]([O:5][C:6]([N:8]1[CH2:13][CH2:12][N:11]([CH2:14][C:15]2[N:20]=[C:19]3[N:21]=[C:22]([C:24]4[CH:29]=[CH:28][CH:27]=[C:26]([N+:30]([O-])=O)[CH:25]=4)[O:23][C:18]3=[CH:17][CH:16]=2)[CH2:10][CH2:9]1)=[O:7])([CH3:4])([CH3:3])[CH3:2].O.O.[SH-].[Na+]. The catalyst is CO. The product is [C:1]([O:5][C:6]([N:8]1[CH2:13][CH2:12][N:11]([CH2:14][C:15]2[N:20]=[C:19]3[N:21]=[C:22]([C:24]4[CH:29]=[CH:28][CH:27]=[C:26]([NH2:30])[CH:25]=4)[O:23][C:18]3=[CH:17][CH:16]=2)[CH2:10][CH2:9]1)=[O:7])([CH3:4])([CH3:2])[CH3:3]. The yield is 1.00.